Dataset: Catalyst prediction with 721,799 reactions and 888 catalyst types from USPTO. Task: Predict which catalyst facilitates the given reaction. Reactant: [OH:1][C:2]1[CH:7]=[C:6]([CH3:8])[CH:5]=[C:4]([OH:9])[C:3]=1[C:10](=[O:12])[CH3:11].[CH2:13](Br)[C:14]1[CH:19]=[CH:18][CH:17]=[CH:16][CH:15]=1.C(=O)([O-])[O-].[K+].[K+].O. Product: [CH2:13]([O:1][C:2]1[CH:7]=[C:6]([CH3:8])[CH:5]=[C:4]([O:9][CH2:10][C:3]2[CH:4]=[CH:5][CH:6]=[CH:7][CH:2]=2)[C:3]=1[C:10](=[O:12])[CH3:11])[C:14]1[CH:19]=[CH:18][CH:17]=[CH:16][CH:15]=1. The catalyst class is: 42.